From a dataset of Experimentally validated miRNA-target interactions with 360,000+ pairs, plus equal number of negative samples. Binary Classification. Given a miRNA mature sequence and a target amino acid sequence, predict their likelihood of interaction. The miRNA is cel-miR-60-3p with sequence UAUUAUGCACAUUUUCUAGUUCA. The protein sequence of the target gene is MPFSELYFNVDNGYLEGLVRGFKAGILSQADYLNLVQCETLEDLKLHLQSTDYGSFLANEASPLTVSVIDDKLKEKMVVEFRHMRNQSYEPLASFMDFITYSYMIDNVILLITGTLHQRAISELVPKCHPLGSFEQMEAVNIAQTPAELYNAILVDTPLAAFFQDCISEQDLDEMNIEIIRNTLYKAYLEAFYKFCTTLGGTTADTMCPILEFEADRRAFIITINSFGTELSKEDRAKLFPHCGKLYPEGLAQLARADDYEQVKAVAEYYPEYKLLFEGAGSNPGDKTLEDRFFEHEVKL.... Result: 0 (no interaction).